Dataset: NCI-60 drug combinations with 297,098 pairs across 59 cell lines. Task: Regression. Given two drug SMILES strings and cell line genomic features, predict the synergy score measuring deviation from expected non-interaction effect. (1) Drug 1: C1=CC(=CC=C1C#N)C(C2=CC=C(C=C2)C#N)N3C=NC=N3. Drug 2: C1C(C(OC1N2C=NC(=NC2=O)N)CO)O. Cell line: UACC62. Synergy scores: CSS=5.64, Synergy_ZIP=-0.440, Synergy_Bliss=1.23, Synergy_Loewe=2.81, Synergy_HSA=2.83. (2) Drug 1: C1CC(=O)NC(=O)C1N2CC3=C(C2=O)C=CC=C3N. Drug 2: CC1=CC=C(C=C1)C2=CC(=NN2C3=CC=C(C=C3)S(=O)(=O)N)C(F)(F)F. Cell line: SR. Synergy scores: CSS=15.4, Synergy_ZIP=-4.82, Synergy_Bliss=-2.65, Synergy_Loewe=-1.45, Synergy_HSA=-0.00177.